Dataset: Catalyst prediction with 721,799 reactions and 888 catalyst types from USPTO. Task: Predict which catalyst facilitates the given reaction. (1) Reactant: [CH3:1][CH:2]([CH3:13])[CH2:3][CH2:4][Sn:5]([CH2:8][CH2:9][CH:10]([CH3:12])[CH3:11])(Cl)Cl.C[O:15][CH:16]1[CH2:20]CCC1.[O-:21][CH2:22][CH3:23].[Na+]. Product: [CH3:1][CH:2]([CH3:13])[CH2:3][CH2:4][Sn:5]([CH2:8][CH2:9][CH:10]([CH3:12])[CH3:11])([O:15][CH2:16][CH3:20])[O:21][CH2:22][CH3:23]. The catalyst class is: 8. (2) The catalyst class is: 5. Product: [ClH:18].[C:25]([C:24]1[C:19]([N:13]2[C:12]3[CH:14]=[CH:15][CH:16]=[CH:17][C:11]=3[N:10]=[C:9]2/[CH:1]=[CH:2]/[C:3]2[CH:4]=[CH:5][CH:6]=[CH:7][CH:8]=2)=[N:20][CH:21]=[CH:22][CH:23]=1)#[N:26]. Reactant: [CH:1]([C:9]1[NH:13][C:12]2[CH:14]=[CH:15][CH:16]=[CH:17][C:11]=2[N:10]=1)=[CH:2][C:3]1[CH:8]=[CH:7][CH:6]=[CH:5][CH:4]=1.[Cl:18][C:19]1[C:24]([C:25]#[N:26])=[CH:23][CH:22]=[CH:21][N:20]=1.N1C=CC=CC=1N1C2C=CC=CC=2N=C1/C=C/C1C=CC=CC=1.Cl. (3) Reactant: [Si:1]([O:8][CH2:9][CH2:10][NH:11][C:12]([C:14]1[N:15]=[C:16]([N:19]2[CH2:22][CH:21](OS(C)(=O)=O)[CH2:20]2)[S:17][CH:18]=1)=[O:13])([C:4]([CH3:7])([CH3:6])[CH3:5])([CH3:3])[CH3:2].[C:28]([O-:31])(=[S:30])[CH3:29].[K+]. Product: [C:28]([S:30][CH:21]1[CH2:20][N:19]([C:16]2[S:17][CH:18]=[C:14]([C:12](=[O:13])[NH:11][CH2:10][CH2:9][O:8][Si:1]([C:4]([CH3:7])([CH3:5])[CH3:6])([CH3:2])[CH3:3])[N:15]=2)[CH2:22]1)(=[O:31])[CH3:29]. The catalyst class is: 9. (4) Reactant: [CH:1]1([C:4]2[N:26]([CH2:27][CH2:28][CH2:29][CH2:30][CH2:31][CH2:32][C:33]([O:35]CC)=[O:34])[C:7]3=[N:8][C:9]([C:19]4[CH:24]=[CH:23][C:22]([CH3:25])=[CH:21][CH:20]=4)=[C:10]([C:12]4[CH:17]=[CH:16][C:15]([CH3:18])=[CH:14][CH:13]=4)[N:11]=[C:6]3[CH:5]=2)[CH2:3][CH2:2]1.[OH-].[Na+].O.Cl. Product: [CH:1]1([C:4]2[N:26]([CH2:27][CH2:28][CH2:29][CH2:30][CH2:31][CH2:32][C:33]([OH:35])=[O:34])[C:7]3=[N:8][C:9]([C:19]4[CH:20]=[CH:21][C:22]([CH3:25])=[CH:23][CH:24]=4)=[C:10]([C:12]4[CH:13]=[CH:14][C:15]([CH3:18])=[CH:16][CH:17]=4)[N:11]=[C:6]3[CH:5]=2)[CH2:3][CH2:2]1. The catalyst class is: 14. (5) Reactant: [C:1]1(=[O:11])[NH:5][C:4](=[O:6])[C:3]2=[CH:7][CH:8]=[CH:9][CH:10]=[C:2]12.[K].Br[CH2:14][CH2:15][CH2:16][CH2:17][C:18]([CH3:22])([CH3:21])[CH2:19][OH:20]. Product: [C:1]1(=[O:11])[N:5]([CH2:14][CH2:15][CH2:16][CH2:17][C:18]([CH3:22])([CH3:21])[CH2:19][OH:20])[C:4](=[O:6])[C:3]2=[CH:7][CH:8]=[CH:9][CH:10]=[C:2]12. The catalyst class is: 3. (6) Reactant: C([O:3][C:4](=[O:26])[CH2:5][CH:6]1[O:10][B:9]([OH:11])[C:8]2[CH:12]=[C:13]([O:17][C:18]3[CH:23]=[N:22][C:21]([CH2:24][NH2:25])=[CH:20][N:19]=3)[CH:14]=[C:15]([CH3:16])[C:7]1=2)C.[Li+].[OH-]. Product: [NH2:25][CH2:24][C:21]1[N:22]=[CH:23][C:18]([O:17][C:13]2[CH:14]=[C:15]([CH3:16])[C:7]3[CH:6]([CH2:5][C:4]([OH:26])=[O:3])[O:10][B:9]([OH:11])[C:8]=3[CH:12]=2)=[N:19][CH:20]=1. The catalyst class is: 20.